This data is from Catalyst prediction with 721,799 reactions and 888 catalyst types from USPTO. The task is: Predict which catalyst facilitates the given reaction. (1) Reactant: [CH3:1][C:2]([CH2:17][CH2:18][CH:19]=[C:20]([CH3:32])[CH2:21][CH2:22][CH:23]=[C:24]([CH3:31])[CH2:25][CH2:26][CH:27]=[C:28]([CH3:30])[CH3:29])=[CH:3][CH2:4][CH2:5][C:6]([O:8][CH2:9][C:10]([CH2:15][OH:16])([CH2:13][OH:14])[CH2:11][OH:12])=[O:7]. Product: [CH3:1][C:2]([CH2:17][CH2:18][CH:19]=[C:20]([CH3:32])[CH2:21][CH2:22][CH:23]=[C:24]([CH3:31])[CH2:25][CH2:26][CH:27]=[C:28]([CH3:30])[CH3:29])=[CH:3][CH2:4][CH2:5][C:6]([O:8][CH2:9][C:10]([CH2:13][OH:14])([CH2:11][OH:12])[CH2:15][OH:16])=[O:7].[OH2:7]. The catalyst class is: 6. (2) Reactant: [CH2:1]([O:3][C:4](=[O:32])[N:5]([C:14]1[CH:19]=[C:18]([O:20][CH2:21][CH:22]2[CH2:27][CH2:26][O:25][CH2:24][CH2:23]2)[N:17]=[C:16]([NH2:28])[C:15]=1[N+:29]([O-])=O)[CH2:6][C:7]1[CH:8]=[N:9][C:10]([CH3:13])=[CH:11][CH:12]=1)[CH3:2].[H][H]. Product: [CH2:1]([O:3][C:4](=[O:32])[N:5]([C:14]1[CH:19]=[C:18]([O:20][CH2:21][CH:22]2[CH2:27][CH2:26][O:25][CH2:24][CH2:23]2)[N:17]=[C:16]([NH2:28])[C:15]=1[NH2:29])[CH2:6][C:7]1[CH:8]=[N:9][C:10]([CH3:13])=[CH:11][CH:12]=1)[CH3:2]. The catalyst class is: 29.